Dataset: Peptide-MHC class I binding affinity with 185,985 pairs from IEDB/IMGT. Task: Regression. Given a peptide amino acid sequence and an MHC pseudo amino acid sequence, predict their binding affinity value. This is MHC class I binding data. (1) The MHC is HLA-A68:01 with pseudo-sequence HLA-A68:01. The peptide sequence is KLQARNIQK. The binding affinity (normalized) is 0.526. (2) The peptide sequence is EAVRHFPRI. The MHC is HLA-B08:01 with pseudo-sequence HLA-B08:01. The binding affinity (normalized) is 0.450. (3) The peptide sequence is KTKPPLPSVKK. The MHC is HLA-A29:02 with pseudo-sequence HLA-A29:02. The binding affinity (normalized) is 0. (4) The peptide sequence is KAGQYVTIW. The MHC is HLA-A23:01 with pseudo-sequence HLA-A23:01. The binding affinity (normalized) is 0. (5) The binding affinity (normalized) is 0. The MHC is HLA-A68:02 with pseudo-sequence HLA-A68:02. The peptide sequence is VIVPDIKLDA. (6) The peptide sequence is ETSFIRNCA. The MHC is HLA-A30:02 with pseudo-sequence HLA-A30:02. The binding affinity (normalized) is 0.0109. (7) The binding affinity (normalized) is 0.770. The MHC is HLA-A26:03 with pseudo-sequence HLA-A26:03. The peptide sequence is AVYSTFLHR. (8) The peptide sequence is WDAIRFRY. The MHC is Mamu-B01 with pseudo-sequence Mamu-B01. The binding affinity (normalized) is 0.